This data is from Full USPTO retrosynthesis dataset with 1.9M reactions from patents (1976-2016). The task is: Predict the reactants needed to synthesize the given product. (1) Given the product [Cl:15][C:16]1[CH:23]=[CH:22][C:19]([CH:20]([OH:21])[C:6]2[S:5][C:4]([C:8]#[N:9])=[CH:3][C:2]=2[I:1])=[CH:18][CH:17]=1, predict the reactants needed to synthesize it. The reactants are: [I:1][C:2]1[CH:3]=[C:4]([C:8]#[N:9])[S:5][C:6]=1I.C([Mg]Cl)(C)C.[Cl:15][C:16]1[CH:23]=[CH:22][C:19]([CH:20]=[O:21])=[CH:18][CH:17]=1.[NH4+].[Cl-]. (2) Given the product [C:1]([O:5][C:6]([N:8]1[CH2:13][CH2:12][CH2:11][C@H:10]([NH:14][C:15]([C:17]2[C:21]([NH:22][C:23]([NH:25][CH2:34][CH2:35][OH:36])=[O:24])=[CH:20][N:19]([C:26]3[CH:31]=[CH:30][CH:29]=[C:28]([F:32])[CH:27]=3)[CH:18]=2)=[O:16])[CH2:9]1)=[O:7])([CH3:4])([CH3:2])[CH3:3], predict the reactants needed to synthesize it. The reactants are: [C:1]([O:5][C:6]([N:8]1[CH2:13][CH2:12][CH2:11][C@H:10]([NH:14][C:15]([C:17]2[C:21]([NH:22][C:23]([NH2:25])=[O:24])=[CH:20][N:19]([C:26]3[CH:31]=[CH:30][CH:29]=[C:28]([F:32])[CH:27]=3)[CH:18]=2)=[O:16])[CH2:9]1)=[O:7])([CH3:4])([CH3:3])[CH3:2].N[CH2:34][CH2:35][OH:36].C(OCC)(=O)C. (3) Given the product [O:30]1[C:14]2([CH2:15][CH2:16][N:17]([C:20]([O:22][C:23]([CH3:24])([CH3:25])[CH3:26])=[O:21])[CH2:18][CH2:19]2)[CH2:27][CH2:28][CH2:29]1, predict the reactants needed to synthesize it. The reactants are: CCOC(/N=N/C(OCC)=O)=O.O[C:14]1([CH2:27][CH2:28][CH2:29][OH:30])[CH2:19][CH2:18][N:17]([C:20]([O:22][C:23]([CH3:26])([CH3:25])[CH3:24])=[O:21])[CH2:16][CH2:15]1.C1(P(C2C=CC=CC=2)C2C=CC=CC=2)C=CC=CC=1. (4) Given the product [Cl:18][C:12]1[CH:13]=[C:14]([Cl:17])[CH:15]=[CH:16][C:11]=1[N:10]1[C:9]2[CH2:8][CH2:7][N:6]([N:19]3[CH2:24][CH2:23][CH2:22][CH2:21][CH2:20]3)[C:5](=[O:25])[C:4]=2[C:3]([CH3:26])=[C:2]1[C:31]1[CH:32]=[CH:33][C:28]([OH:27])=[CH:29][CH:30]=1, predict the reactants needed to synthesize it. The reactants are: Br[C:2]1[N:10]([C:11]2[CH:16]=[CH:15][C:14]([Cl:17])=[CH:13][C:12]=2[Cl:18])[C:9]2[CH2:8][CH2:7][N:6]([N:19]3[CH2:24][CH2:23][CH2:22][CH2:21][CH2:20]3)[C:5](=[O:25])[C:4]=2[C:3]=1[CH3:26].[OH:27][C:28]1[CH:33]=[CH:32][C:31](B(O)O)=[CH:30][CH:29]=1.C([O-])([O-])=O.[Na+].[Na+]. (5) Given the product [Cl:1][C:2]1[CH:3]=[C:4]([CH2:17][N:18]2[C:22]([CH3:23])=[CH:21][C:20]([NH:46][C:60](=[O:61])[O:59][CH2:58][CH2:55][Si:52]([CH3:51])([CH3:53])[CH3:54])=[N:19]2)[C:5]2[O:9][C:8]([C:10]3[CH:11]=[CH:12][CH:13]=[CH:14][CH:15]=3)=[CH:7][C:6]=2[CH:16]=1, predict the reactants needed to synthesize it. The reactants are: [Cl:1][C:2]1[CH:3]=[C:4]([CH2:17][N:18]2[C:22]([CH3:23])=[CH:21][C:20](C(O)=O)=[N:19]2)[C:5]2[O:9][C:8]([C:10]3[CH:15]=[CH:14][CH:13]=[CH:12][CH:11]=3)=[CH:7][C:6]=2[CH:16]=1.C1(P(N=[N+]=[N-])(C2C=CC=CC=2)=O)C=CC=CC=1.CC[N:46](CC)CC.[CH3:51][Si:52]([CH2:55]O)([CH3:54])[CH3:53].C[CH2:58][O:59][C:60](C)=[O:61]. (6) Given the product [ClH:66].[NH2:8][CH2:9][C@H:10]1[CH2:11][CH2:12][C@H:13]([C:16]([NH:18][C@H:19]([C:50](=[O:65])[NH:51][C:52]2[CH:53]=[CH:54][C:55]3[N:59]=[C:58]([C:60]([F:62])([F:63])[F:61])[NH:57][C:56]=3[CH:64]=2)[CH2:20][C:21]2[CH:26]=[CH:25][C:24]([C:27]3[CH:32]=[CH:31][C:30]([C:33]([NH:35][CH:36]4[CH2:41][CH2:40][NH:39][CH2:38][CH2:37]4)=[O:34])=[CH:29][C:28]=3[CH3:49])=[CH:23][CH:22]=2)=[O:17])[CH2:14][CH2:15]1, predict the reactants needed to synthesize it. The reactants are: C(OC([NH:8][CH2:9][C@H:10]1[CH2:15][CH2:14][C@H:13]([C:16]([NH:18][C@H:19]([C:50](=[O:65])[NH:51][C:52]2[CH:53]=[CH:54][C:55]3[N:59]=[C:58]([C:60]([F:63])([F:62])[F:61])[NH:57][C:56]=3[CH:64]=2)[CH2:20][C:21]2[CH:26]=[CH:25][C:24]([C:27]3[CH:32]=[CH:31][C:30]([C:33]([NH:35][CH:36]4[CH2:41][CH2:40][N:39](C(OC(C)(C)C)=O)[CH2:38][CH2:37]4)=[O:34])=[CH:29][C:28]=3[CH3:49])=[CH:23][CH:22]=2)=[O:17])[CH2:12][CH2:11]1)=O)(C)(C)C.[ClH:66]. (7) The reactants are: [Li+].CC([N-]C(C)C)C.[Li]CCCC.N(C(C)C)C(C)C.[C:21]1([S:27]([N:30]2[C:34]3[N:35]=[C:36]([Cl:40])[N:37]=[C:38]([Cl:39])[C:33]=3[CH:32]=[CH:31]2)(=[O:29])=[O:28])[CH:26]=[CH:25][CH:24]=[CH:23][CH:22]=1.[Br:41]C(Cl)(Cl)C(Cl)(Cl)Br. Given the product [C:21]1([S:27]([N:30]2[C:34]3[N:35]=[C:36]([Cl:40])[N:37]=[C:38]([Cl:39])[C:33]=3[CH:32]=[C:31]2[Br:41])(=[O:28])=[O:29])[CH:22]=[CH:23][CH:24]=[CH:25][CH:26]=1, predict the reactants needed to synthesize it. (8) Given the product [Br:19][C:20]1[CH:25]=[CH:24][C:23]([C:9]2[CH:17]=[CH:16][CH:15]=[C:14]3[C:10]=2[CH:11]=[CH:12][NH:13]3)=[CH:22][CH:21]=1, predict the reactants needed to synthesize it. The reactants are: CC1(C)C(C)(C)OB([C:9]2[CH:17]=[CH:16][CH:15]=[C:14]3[C:10]=2[CH:11]=[CH:12][NH:13]3)O1.[Br:19][C:20]1[CH:25]=[CH:24][C:23](Br)=[CH:22][CH:21]=1.[OH-].[Na+]. (9) Given the product [Cl:1][C:2]1[CH:11]=[C:10]2[C:5]([C:6]([NH:12][CH2:13][CH2:14][CH2:15][N:16]3[CH2:17][CH2:18][N:19]([CH2:22][CH2:23][CH2:24][N:25]4[CH2:31][CH2:30][CH2:35][CH2:26]4)[CH2:20][CH2:21]3)=[CH:7][CH:8]=[N:9]2)=[CH:4][CH:3]=1, predict the reactants needed to synthesize it. The reactants are: [Cl:1][C:2]1[CH:11]=[C:10]2[C:5]([C:6]([NH:12][CH2:13][CH2:14][CH2:15][N:16]3[CH2:21][CH2:20][N:19]([CH2:22][CH2:23][CH2:24][NH:25][C:26]4[C:35]5[C:30](=[CH:31]C(Cl)=CC=5)N=CC=4)[CH2:18][CH2:17]3)=[CH:7][CH:8]=[N:9]2)=[CH:4][CH:3]=1.BrCCCCBr.C([O-])([O-])=O.[K+].[K+].